This data is from Full USPTO retrosynthesis dataset with 1.9M reactions from patents (1976-2016). The task is: Predict the reactants needed to synthesize the given product. (1) Given the product [Cl-:1].[C:2]([NH+:6]1[CH2:10][C@@H:9]([C:11]2[CH:16]=[CH:15][C:14]([F:17])=[CH:13][C:12]=2[F:18])[C@@H:8]([C:19]([N:21]2[CH:26]3[CH2:27][CH2:28][CH:22]2[CH2:23][C:24]([CH:32]2[CH2:33][CH2:34][CH2:35][CH2:36][CH2:37]2)([CH2:29][S:30]([CH3:31])=[O:41])[CH2:25]3)=[O:20])[CH2:7]1)([CH3:5])([CH3:3])[CH3:4], predict the reactants needed to synthesize it. The reactants are: [Cl-:1].[C:2]([NH+:6]1[CH2:10][C@@H:9]([C:11]2[CH:16]=[CH:15][C:14]([F:17])=[CH:13][C:12]=2[F:18])[C@@H:8]([C:19]([N:21]2[CH:26]3[CH2:27][CH2:28][CH:22]2[CH2:23][C:24]([CH:32]2[CH2:37][CH2:36][CH2:35][CH2:34][CH2:33]2)([CH2:29][S:30][CH3:31])[CH2:25]3)=[O:20])[CH2:7]1)([CH3:5])([CH3:4])[CH3:3].Cl.C([OH:41])C. (2) Given the product [F:19][C:13]1[CH:14]=[CH:15][CH:16]=[C:17]([F:18])[C:12]=1[C:11]([NH:10][C:9]1[C:5]([C:3]2[N:25]=[C:21]([CH3:22])[O:24][CH:2]=2)=[N:6][NH:7][CH:8]=1)=[O:20], predict the reactants needed to synthesize it. The reactants are: Br[CH2:2][C:3]([C:5]1[C:9]([NH:10][C:11](=[O:20])[C:12]2[C:17]([F:18])=[CH:16][CH:15]=[CH:14][C:13]=2[F:19])=[CH:8][NH:7][N:6]=1)=O.[C:21]([O-:24])(=O)[CH3:22].[NH4+:25].C([O-])([O-])=O.[K+].[K+]. (3) Given the product [F:72][CH:43]([F:42])[O:44][C:45]1[CH:50]=[CH:49][C:48]([C@@H:51]([N:53]2[CH2:58][CH2:57][C:56]3([CH2:70][CH2:69][C:61](=[O:62])[CH2:60][CH2:59]3)[O:55][C:54]2=[O:71])[CH3:52])=[CH:47][CH:46]=1, predict the reactants needed to synthesize it. The reactants are: FC(F)OC1C=CC([C@@H](NCCC2(O)CCC3(OCC(C)(C)CO3)CC2)C)=CC=1.ClC(Cl)(OC(=O)OC(Cl)(Cl)Cl)Cl.[F:42][CH:43]([F:72])[O:44][C:45]1[CH:50]=[CH:49][C:48]([C@@H:51]([N:53]2[CH2:58][CH2:57][C:56]3([CH2:70][CH2:69][C:61]4(OCC(C)(C)C[O:62]4)[CH2:60][CH2:59]3)[O:55][C:54]2=[O:71])[CH3:52])=[CH:47][CH:46]=1.